The task is: Predict the product of the given reaction.. This data is from Forward reaction prediction with 1.9M reactions from USPTO patents (1976-2016). Given the reactants CC1C=CC(S(O[CH2:12][C@@H:13]([C:17]2[CH:22]=[CH:21][C:20]([Cl:23])=[CH:19][CH:18]=2)[CH:14]2[CH2:16][CH2:15]2)(=O)=O)=CC=1.[C-:24]#[N:25].[Na+], predict the reaction product. The product is: [Cl:23][C:20]1[CH:19]=[CH:18][C:17]([C@@H:13]([CH:14]2[CH2:15][CH2:16]2)[CH2:12][C:24]#[N:25])=[CH:22][CH:21]=1.